From a dataset of Full USPTO retrosynthesis dataset with 1.9M reactions from patents (1976-2016). Predict the reactants needed to synthesize the given product. Given the product [CH:12]([O:15][C:16]1[CH:24]=[C:23]([C:25]([F:26])([F:27])[F:28])[CH:22]=[CH:21][C:17]=1[C:18]([NH:11][CH:7]1[CH2:8][CH2:9][CH2:10][CH:6]1[N:1]1[CH2:2][CH2:3][CH2:4][CH2:5]1)=[O:19])([CH3:14])[CH3:13], predict the reactants needed to synthesize it. The reactants are: [N:1]1([C@H:6]2[CH2:10][CH2:9][CH2:8][C@H:7]2[NH2:11])[CH2:5][CH2:4][CH2:3][CH2:2]1.[CH:12]([O:15][C:16]1[CH:24]=[C:23]([C:25]([F:28])([F:27])[F:26])[CH:22]=[CH:21][C:17]=1[C:18](O)=[O:19])([CH3:14])[CH3:13].